This data is from Forward reaction prediction with 1.9M reactions from USPTO patents (1976-2016). The task is: Predict the product of the given reaction. (1) Given the reactants [CH:1]1([CH2:7][C@H:8]([N:17]2[CH2:25][C:24]3[C:19](=[CH:20][CH:21]=[CH:22][CH:23]=3)[C:18]2=[O:26])[C:9]([NH:11][C:12]2[S:13][CH:14]=[CH:15][N:16]=2)=[O:10])[CH2:6][CH2:5][CH2:4][CH2:3][CH2:2]1.[Br:27]N1C(=O)CCC1=O.C(OOC(=O)C1C=CC=CC=1)(=O)C1C=CC=CC=1, predict the reaction product. The product is: [Br:27][C:14]1[S:13][C:12]([NH:11][C:9](=[O:10])[CH:8]([N:17]2[CH2:25][C:24]3[C:19](=[CH:20][CH:21]=[CH:22][CH:23]=3)[C:18]2=[O:26])[CH2:7][CH:1]2[CH2:6][CH2:5][CH2:4][CH2:3][CH2:2]2)=[N:16][CH:15]=1. (2) Given the reactants [Cl:1][CH2:2][C:3]1[CH:8]=[C:7]([C:9]2[S:13][C:12]([CH2:14][CH3:15])=[N:11][C:10]=2[C:16]2[CH:21]=[CH:20][CH:19]=[C:18]([CH3:22])[CH:17]=2)[CH:6]=[CH:5][N:4]=1.C(=O)([O-])[O-].[K+].[K+].[NH:29]1[CH2:33][CH2:32][CH2:31][CH2:30]1, predict the reaction product. The product is: [ClH:1].[ClH:1].[CH2:14]([C:12]1[S:13][C:9]([C:7]2[CH:6]=[CH:5][N:4]=[C:3]([CH2:2][N:29]3[CH2:33][CH2:32][CH2:31][CH2:30]3)[CH:8]=2)=[C:10]([C:16]2[CH:21]=[CH:20][CH:19]=[C:18]([CH3:22])[CH:17]=2)[N:11]=1)[CH3:15]. (3) Given the reactants [Br:1][C:2]1[C:11]2[C:6](=CC=CC=2)[CH:5]=[CH:4][CH:3]=1.[CH2:12]([Li])[CH2:13][CH2:14][CH3:15].Br[C:18]1(OC)[CH:25]=[CH:24][C:21]([CH:22]=[O:23])=[CH:20][CH2:19]1.C[CH2:29][O:30]CC, predict the reaction product. The product is: [Br:1][C:2]1[CH:3]=[CH:4][C:5]([O:30][CH3:29])=[C:6]([CH:22]([C:21]2[C:20]3[C:19](=[CH:12][CH:13]=[CH:14][CH:15]=3)[CH:18]=[CH:25][CH:24]=2)[OH:23])[CH:11]=1. (4) Given the reactants Br[CH2:2][C:3]1[CH:15]=[CH:14][C:6]([CH2:7][N:8]2[CH:12]=[C:11]([Cl:13])[CH:10]=[N:9]2)=[CH:5][CH:4]=1.[B:16]1([B:16]2[O:20][C:19]([CH3:22])([CH3:21])[C:18]([CH3:24])([CH3:23])[O:17]2)[O:20][C:19]([CH3:22])([CH3:21])[C:18]([CH3:24])([CH3:23])[O:17]1.C([O-])([O-])=O.[K+].[K+], predict the reaction product. The product is: [Cl:13][C:11]1[CH:10]=[N:9][N:8]([CH2:7][C:6]2[CH:14]=[CH:15][C:3]([CH2:2][B:16]3[O:20][C:19]([CH3:22])([CH3:21])[C:18]([CH3:24])([CH3:23])[O:17]3)=[CH:4][CH:5]=2)[CH:12]=1. (5) Given the reactants C[O:2][C:3](=O)[CH2:4][C:5]1[CH:10]=[CH:9][C:8]([CH2:11][N:12]2[C:24]3[CH:23]=[CH:22][CH:21]=[CH:20][C:19]=3[C:18]3[C:13]2=[CH:14][CH:15]=[CH:16][CH:17]=3)=[CH:7][CH:6]=1.Cl.[NH2:27][OH:28].C[O-].[Na+], predict the reaction product. The product is: [CH:23]1[C:24]2[N:12]([CH2:11][C:8]3[CH:9]=[CH:10][C:5]([CH2:4][C:3]([NH:27][OH:28])=[O:2])=[CH:6][CH:7]=3)[C:13]3[C:18](=[CH:17][CH:16]=[CH:15][CH:14]=3)[C:19]=2[CH:20]=[CH:21][CH:22]=1.